From a dataset of Catalyst prediction with 721,799 reactions and 888 catalyst types from USPTO. Predict which catalyst facilitates the given reaction. Reactant: [CH2:1]([NH:8][C:9](=[O:31])[N:10]([C:12]1[CH:13]=[C:14]([C:18]2[CH:23]=[CH:22][C:21](/[CH:24]=[CH:25]/[C:26]([O:28][CH3:29])=[O:27])=[CH:20][C:19]=2[OH:30])[CH:15]=[CH:16][CH:17]=1)[CH3:11])[CH2:2][CH2:3][CH2:4][CH2:5][CH2:6][CH3:7].C(O)(=O)C. Product: [CH2:1]([NH:8][C:9](=[O:31])[N:10]([C:12]1[CH:13]=[C:14]([C:18]2[CH:23]=[CH:22][C:21]([CH2:24][CH2:25][C:26]([O:28][CH3:29])=[O:27])=[CH:20][C:19]=2[OH:30])[CH:15]=[CH:16][CH:17]=1)[CH3:11])[CH2:2][CH2:3][CH2:4][CH2:5][CH2:6][CH3:7]. The catalyst class is: 381.